Predict the product of the given reaction. From a dataset of Forward reaction prediction with 1.9M reactions from USPTO patents (1976-2016). (1) Given the reactants [C:1](=[O:23])(OC1C=CC=CC=1)[O:2][CH2:3][C:4](=O)[C:5]1[CH:10]=[CH:9][C:8]([C:11]([F:14])([F:13])[F:12])=[CH:7][CH:6]=1.C([O-])(=O)C.[NH4+:28], predict the reaction product. The product is: [F:12][C:11]([F:14])([F:13])[C:8]1[CH:9]=[CH:10][C:5]([C:4]2[NH:28][C:1](=[O:23])[O:2][CH:3]=2)=[CH:6][CH:7]=1. (2) The product is: [Cl-:1].[CH2:2]([C:12]1[S:11][CH:15]=[CH:14][NH+:13]=1)[C:3]([C:5]1[CH:10]=[CH:9][CH:8]=[CH:7][CH:6]=1)=[O:4]. Given the reactants [Cl:1][CH2:2][C:3]([C:5]1[CH:10]=[CH:9][CH:8]=[CH:7][CH:6]=1)=[O:4].[S:11]1[CH:15]=[CH:14][N:13]=[CH:12]1, predict the reaction product. (3) Given the reactants [Cl:1][C:2]1[CH:7]=[CH:6][CH:5]=[CH:4][C:3]=1[C:8]1[CH:13]=[CH:12][N:11]=[CH:10][C:9]=1[NH:14][CH3:15].C[Si]([N-][Si](C)(C)C)(C)C.[Li+].[Br:26][C:27]1[CH:28]=[C:29]([CH:33]=[C:34]([C:36]([F:39])([F:38])[F:37])[CH:35]=1)[C:30](Cl)=[O:31].BrC1C=C(C=C(C(F)(F)F)C=1)C(O)=O, predict the reaction product. The product is: [Br:26][C:27]1[CH:28]=[C:29]([CH:33]=[C:34]([C:36]([F:39])([F:38])[F:37])[CH:35]=1)[C:30]([N:14]([C:9]1[CH:10]=[N:11][CH:12]=[CH:13][C:8]=1[C:3]1[CH:4]=[CH:5][CH:6]=[CH:7][C:2]=1[Cl:1])[CH3:15])=[O:31].